Predict the reactants needed to synthesize the given product. From a dataset of Full USPTO retrosynthesis dataset with 1.9M reactions from patents (1976-2016). (1) Given the product [C:27]([OH:30])(=[O:29])[CH3:28].[NH2:10][C:11]1[C:12](=[O:25])[N:13]([CH2:21][CH2:22][CH2:23][CH3:24])[C:14]2[CH2:15][CH2:16][CH2:17][CH2:18][C:19]=2[CH:20]=1, predict the reactants needed to synthesize it. The reactants are: C(OC(=O)[NH:10][C:11]1[C:12](=[O:25])[N:13]([CH2:21][CH2:22][CH2:23][CH3:24])[C:14]2[CH2:15][CH2:16][CH2:17][CH2:18][C:19]=2[CH:20]=1)C1C=CC=CC=1.[C:27]([OH:30])(=[O:29])[CH3:28]. (2) Given the product [Cl:19][C:20]1[CH:25]=[CH:24][C:23]([C:8]2[C:7]([O:16][CH2:15][C:14]([F:18])([F:17])[F:13])=[N:6][CH:5]=[C:4]([CH:9]=2)[C:3]([NH:29][CH2:30][C:31]([CH:34]2[CH2:36][CH2:35]2)([OH:33])[CH3:32])=[O:12])=[CH:22][CH:21]=1, predict the reactants needed to synthesize it. The reactants are: CO[C:3](=[O:12])[C:4]1[CH:9]=[C:8](Br)[C:7](Cl)=[N:6][CH:5]=1.[F:13][C:14]([F:18])([F:17])[CH2:15][OH:16].[Cl:19][C:20]1[CH:25]=[CH:24][C:23](B(O)O)=[CH:22][CH:21]=1.[NH2:29][CH2:30][C:31]([CH:34]1[CH2:36][CH2:35]1)([OH:33])[CH3:32]. (3) Given the product [OH:34][CH2:33][C@H:29]([NH:28][C:24](=[O:25])[CH2:23][C:10]1[CH:11]=[C:12]([C:13]2[CH:18]=[CH:17][C:16]([S:19]([CH3:22])(=[O:21])=[O:20])=[CH:15][CH:14]=2)[N:8]([C:5]2[CH:4]=[CH:3][C:2]([F:1])=[CH:7][CH:6]=2)[C:9]=1[CH3:27])[C:30]([OH:32])=[O:31], predict the reactants needed to synthesize it. The reactants are: [F:1][C:2]1[CH:7]=[CH:6][C:5]([N:8]2[C:12]([C:13]3[CH:18]=[CH:17][C:16]([S:19]([CH3:22])(=[O:21])=[O:20])=[CH:15][CH:14]=3)=[CH:11][C:10]([CH2:23][C:24](O)=[O:25])=[C:9]2[CH3:27])=[CH:4][CH:3]=1.[NH2:28][C@@H:29]([CH2:33][OH:34])[C:30]([OH:32])=[O:31]. (4) Given the product [CH2:1]([N:8]([CH2:19][CH:20]([CH3:22])[CH3:21])[C:9]1[C:10]([NH2:16])=[CH:11][C:12]([Br:15])=[CH:13][CH:14]=1)[C:2]1[CH:3]=[CH:4][CH:5]=[CH:6][CH:7]=1, predict the reactants needed to synthesize it. The reactants are: [CH2:1]([N:8]([CH2:19][CH:20]([CH3:22])[CH3:21])[C:9]1[CH:14]=[CH:13][C:12]([Br:15])=[CH:11][C:10]=1[N+:16]([O-])=O)[C:2]1[CH:7]=[CH:6][CH:5]=[CH:4][CH:3]=1.BrC1C=CC(N(CC(C)C)CC(C)C)=C([N+]([O-])=O)C=1.BrC1C=C(N)C(N(CC(C)C)CC(C)C)=CC=1. (5) The reactants are: [CH2:1]=[CH:2][CH2:3][CH2:4][CH3:5]. Given the product [CH2:1]=[CH:2][CH2:3][CH2:4][CH3:5].[CH3:1][CH2:2][CH2:3][CH2:4][CH3:5], predict the reactants needed to synthesize it. (6) Given the product [CH:1]([N:14]1[CH2:17][C:16]([CH2:19][CH3:20])([O:18][CH3:21])[CH2:15]1)([C:8]1[CH:13]=[CH:12][CH:11]=[CH:10][CH:9]=1)[C:2]1[CH:3]=[CH:4][CH:5]=[CH:6][CH:7]=1, predict the reactants needed to synthesize it. The reactants are: [CH:1]([N:14]1[CH2:17][C:16]([CH2:19][CH3:20])([OH:18])[CH2:15]1)([C:8]1[CH:13]=[CH:12][CH:11]=[CH:10][CH:9]=1)[C:2]1[CH:7]=[CH:6][CH:5]=[CH:4][CH:3]=1.[CH3:21]I.[H-].[Na+]. (7) Given the product [Br:12][C:10]1[CH:9]=[C:6]([CH:5]=[C:4]([N+:1]([O-:3])=[O:2])[CH:11]=1)[CH:7]=[O:8], predict the reactants needed to synthesize it. The reactants are: [N+:1]([C:4]1[CH:5]=[C:6]([CH:9]=[CH:10][CH:11]=1)[CH:7]=[O:8])([O-:3])=[O:2].[Br:12]NC(=O)CCC(N)=O.S(=O)(=O)(O)O.